This data is from NCI-60 drug combinations with 297,098 pairs across 59 cell lines. The task is: Regression. Given two drug SMILES strings and cell line genomic features, predict the synergy score measuring deviation from expected non-interaction effect. (1) Drug 1: CC12CCC3C(C1CCC2=O)CC(=C)C4=CC(=O)C=CC34C. Drug 2: C1=CC(=C2C(=C1NCCNCCO)C(=O)C3=C(C=CC(=C3C2=O)O)O)NCCNCCO. Cell line: DU-145. Synergy scores: CSS=83.5, Synergy_ZIP=-0.422, Synergy_Bliss=-0.996, Synergy_Loewe=-6.49, Synergy_HSA=1.87. (2) Drug 1: C1=CC=C(C(=C1)C(C2=CC=C(C=C2)Cl)C(Cl)Cl)Cl. Drug 2: C1CNP(=O)(OC1)N(CCCl)CCCl. Cell line: PC-3. Synergy scores: CSS=-2.62, Synergy_ZIP=-0.00969, Synergy_Bliss=-1.64, Synergy_Loewe=-1.91, Synergy_HSA=-2.13. (3) Drug 1: CN(C)C1=NC(=NC(=N1)N(C)C)N(C)C. Drug 2: C1=NNC2=C1C(=O)NC=N2. Cell line: BT-549. Synergy scores: CSS=-0.149, Synergy_ZIP=15.0, Synergy_Bliss=8.48, Synergy_Loewe=1.81, Synergy_HSA=2.66. (4) Cell line: LOX IMVI. Synergy scores: CSS=56.9, Synergy_ZIP=-7.25, Synergy_Bliss=-12.3, Synergy_Loewe=-10.8, Synergy_HSA=-6.90. Drug 2: C1=NC2=C(N1)C(=S)N=C(N2)N. Drug 1: C1=C(C(=O)NC(=O)N1)F. (5) Drug 1: CC1C(C(CC(O1)OC2CC(CC3=C2C(=C4C(=C3O)C(=O)C5=C(C4=O)C(=CC=C5)OC)O)(C(=O)C)O)N)O.Cl. Drug 2: CC1=C(C=C(C=C1)C(=O)NC2=CC(=CC(=C2)C(F)(F)F)N3C=C(N=C3)C)NC4=NC=CC(=N4)C5=CN=CC=C5. Cell line: SF-295. Synergy scores: CSS=49.7, Synergy_ZIP=11.4, Synergy_Bliss=11.3, Synergy_Loewe=13.7, Synergy_HSA=13.2. (6) Drug 1: CC1=CC2C(CCC3(C2CCC3(C(=O)C)OC(=O)C)C)C4(C1=CC(=O)CC4)C. Drug 2: CC(C)NC(=O)C1=CC=C(C=C1)CNNC.Cl. Cell line: ACHN. Synergy scores: CSS=1.38, Synergy_ZIP=4.43, Synergy_Bliss=-0.765, Synergy_Loewe=-0.335, Synergy_HSA=-0.281.